Dataset: Full USPTO retrosynthesis dataset with 1.9M reactions from patents (1976-2016). Task: Predict the reactants needed to synthesize the given product. (1) Given the product [NH2:20][C:14]1[CH:13]=[C:12]([CH:17]=[CH:16][C:15]=1[S:18][CH3:19])[C:11]([O:10][C@H:9]([C:24]1[CH:29]=[CH:28][C:27]([O:30][CH:31]([F:32])[F:33])=[C:26]([O:34][CH2:35][CH:36]2[CH2:37][CH2:38]2)[CH:25]=1)[CH2:8][C:7]1[C:6]([Cl:39])=[CH:5][N+:4]([O-:40])=[CH:3][C:2]=1[Cl:1])=[O:23], predict the reactants needed to synthesize it. The reactants are: [Cl:1][C:2]1[CH:3]=[N+:4]([O-:40])[CH:5]=[C:6]([Cl:39])[C:7]=1[CH2:8][C@@H:9]([C:24]1[CH:29]=[CH:28][C:27]([O:30][CH:31]([F:33])[F:32])=[C:26]([O:34][CH2:35][CH:36]2[CH2:38][CH2:37]2)[CH:25]=1)[O:10][C:11](=[O:23])[C:12]1[CH:17]=[CH:16][C:15]([S:18][CH3:19])=[C:14]([N+:20]([O-])=O)[CH:13]=1.O.O.[Sn](Cl)Cl. (2) Given the product [O:26]=[C:25]1[CH:24]([N:23]2[C:19](=[O:21])[C:11]3[C:12](=[CH:16][CH:17]=[CH:18][C:10]=3[NH:9][C:6]3[CH:5]=[CH:4][C:3]([O:2][CH3:1])=[CH:8][CH:7]=3)[C:13]2=[O:15])[CH2:30][CH2:29][C:28](=[O:31])[NH:27]1, predict the reactants needed to synthesize it. The reactants are: [CH3:1][O:2][C:3]1[CH:8]=[CH:7][C:6]([NH:9][C:10]2[CH:18]=[CH:17][CH:16]=[C:12]([C:13]([OH:15])=O)[C:11]=2[C:19]([OH:21])=O)=[CH:5][CH:4]=1.Cl.[NH2:23][CH:24]1[CH2:30][CH2:29][C:28](=[O:31])[NH:27][C:25]1=[O:26]. (3) Given the product [CH3:28][C:23]([CH3:24])=[CH:22][CH2:21][N:7]([C@H:1]1[CH2:2][CH2:3][C@H:4]([CH3:29])[CH2:5][CH2:6]1)[C:8](=[O:20])[NH:9][C:10]1[S:11][C:12]([S:15][CH2:16][CH2:17][C:38]([OH:41])=[O:37])=[CH:13][N:14]=1, predict the reactants needed to synthesize it. The reactants are: [CH:1]1([N:7]([CH2:21][CH2:22][C:23]2[CH:28]=CC=C[CH:24]=2)[C:8](=[O:20])[NH:9][C:10]2[S:11][C:12]([S:15][CH2:16][C:17](O)=O)=[CH:13][N:14]=2)[CH2:6][CH2:5][CH2:4][CH2:3][CH2:2]1.[CH3:29]C(C)=CC=O.C([O:37][C:38](=[O:41])CC)C.Cl.CCN(C(C)C)C(C)C. (4) Given the product [F:23][C:24]1[CH:25]=[CH:26][CH:27]=[C:28]([F:30])[C:29]=1[N:20]([C:19]1[C:15]([C:13]2[NH:12][C:11]3[CH:21]=[CH:22][C:8]([CH2:7][N:1]4[CH2:6][CH2:5][O:4][CH2:3][CH2:2]4)=[CH:9][C:10]=3[N:14]=2)=[N:16][NH:17][CH:18]=1)[C:39]([NH2:36])=[O:44], predict the reactants needed to synthesize it. The reactants are: [N:1]1([CH2:7][C:8]2[CH:22]=[CH:21][C:11]3[NH:12][C:13]([C:15]4[C:19]([NH2:20])=[CH:18][NH:17][N:16]=4)=[N:14][C:10]=3[CH:9]=2)[CH2:6][CH2:5][O:4][CH2:3][CH2:2]1.[F:23][C:24]1[CH:29]=[C:28]([F:30])[CH:27]=[CH:26][C:25]=1N=C=O.CC[N:36]([CH2:39]C)CC.CC([OH:44])C. (5) Given the product [CH3:1][O:2][C:3]1[CH:4]=[CH:5][C:6]([CH2:7][O:8][CH2:9][C:10]([NH:52][CH2:51][C:50]([F:54])([F:53])[F:49])=[O:12])=[CH:13][CH:14]=1, predict the reactants needed to synthesize it. The reactants are: [CH3:1][O:2][C:3]1[CH:14]=[CH:13][C:6]([CH2:7][O:8][CH2:9][C:10]([OH:12])=O)=[CH:5][CH:4]=1.C(N(CC)C(C)C)(C)C.CN(C(ON1N=NC2C=CC=NC1=2)=[N+](C)C)C.F[P-](F)(F)(F)(F)F.Cl.[F:49][C:50]([F:54])([F:53])[CH2:51][NH2:52]. (6) Given the product [CH3:28][N:4]1[C:3]([CH2:2][NH:36][CH:30]2[CH2:31][C@H:32]3[CH2:35][CH:29]2[CH2:34][CH2:33]3)=[N:11][C:10]2[C:5]1=[N:6][C:7]([N:18]1[C:22]3[CH:23]=[CH:24][CH:25]=[CH:26][C:21]=3[N:20]=[C:19]1[CH3:27])=[N:8][C:9]=2[N:12]1[CH2:17][CH2:16][O:15][CH2:14][CH2:13]1, predict the reactants needed to synthesize it. The reactants are: Br[CH2:2][C:3]1[N:4]([CH3:28])[C:5]2[C:10]([N:11]=1)=[C:9]([N:12]1[CH2:17][CH2:16][O:15][CH2:14][CH2:13]1)[N:8]=[C:7]([N:18]1[C:22]3[CH:23]=[CH:24][CH:25]=[CH:26][C:21]=3[N:20]=[C:19]1[CH3:27])[N:6]=2.[C@H:29]12[CH2:35][C@H:32]([CH2:33][CH2:34]1)[CH2:31][CH:30]2[NH2:36].